Dataset: Catalyst prediction with 721,799 reactions and 888 catalyst types from USPTO. Task: Predict which catalyst facilitates the given reaction. (1) Reactant: O[C:2]1[N:3]=[CH:4][C:5]([C:8]([O:10][CH3:11])=[O:9])=[N:6][CH:7]=1.C(Cl)(Cl)[Cl:13]. Product: [Cl:13][C:2]1[N:3]=[CH:4][C:5]([C:8]([O:10][CH3:11])=[O:9])=[N:6][CH:7]=1. The catalyst class is: 9. (2) Reactant: [N+:1](/[C:4](=[CH:7]/[C:8]1[CH:13]=[CH:12][CH:11]=[CH:10][CH:9]=1)/[CH2:5][OH:6])([O-:3])=[O:2].C(N([CH2:19][CH3:20])CC)C.[C:21](Cl)(=[O:23])C.[OH2:25]. Product: [C:19]([O:23][CH2:21][O:6][CH2:5]/[C:4](/[N+:1]([O-:3])=[O:2])=[CH:7]\[C:8]1[CH:13]=[CH:12][CH:11]=[CH:10][CH:9]=1)(=[O:25])[CH3:20]. The catalyst class is: 4. (3) Reactant: [C:1]([O:5][C:6]([N:8]([C:13]1[C:21]2[C:16](=[CH:17][CH:18]=[CH:19][CH:20]=2)[N:15]([CH2:22][C:23]([OH:25])=[O:24])[CH:14]=1)[S:9]([CH3:12])(=[O:11])=[O:10])=[O:7])([CH3:4])([CH3:3])[CH3:2].[Cl:26][C:27]1[CH:28]=[N+:29]([O-:52])[CH:30]=[C:31]([Cl:51])[C:32]=1[CH2:33][C@@H:34]([C:36]1[CH:41]=[CH:40][C:39]([O:42][CH:43]([F:45])[F:44])=[C:38]([O:46][CH2:47][CH:48]2[CH2:50][CH2:49]2)[CH:37]=1)O.C(Cl)CCl. Product: [C:1]([O:5][C:6]([N:8]([C:13]1[C:21]2[C:16](=[CH:17][CH:18]=[CH:19][CH:20]=2)[N:15]([CH2:22][C:23]([O:25][C@H:34]([C:36]2[CH:41]=[CH:40][C:39]([O:42][CH:43]([F:44])[F:45])=[C:38]([O:46][CH2:47][CH:48]3[CH2:49][CH2:50]3)[CH:37]=2)[CH2:33][C:32]2[C:31]([Cl:51])=[CH:30][N+:29]([O-:52])=[CH:28][C:27]=2[Cl:26])=[O:24])[CH:14]=1)[S:9]([CH3:12])(=[O:11])=[O:10])=[O:7])([CH3:4])([CH3:2])[CH3:3]. The catalyst class is: 79. (4) Reactant: [Cl:1][C:2]1[CH:10]=[CH:9][C:8]([C:11]2[N:12]([C:22]([O:24][C:25]([CH3:28])([CH3:27])[CH3:26])=[O:23])[C:13]3[C:18]([CH:19]=2)=[CH:17][C:16]([CH:20]=O)=[CH:15][CH:14]=3)=[C:7]2[C:3]=1[CH2:4][NH:5][C:6]2=[O:29].[NH2:30][CH2:31][CH2:32][C:33]1[CH:38]=[CH:37][CH:36]=[CH:35][N:34]=1.C(O[BH-](OC(=O)C)OC(=O)C)(=O)C.[Na+]. Product: [Cl:1][C:2]1[CH:10]=[CH:9][C:8]([C:11]2[N:12]([C:22]([O:24][C:25]([CH3:26])([CH3:28])[CH3:27])=[O:23])[C:13]3[C:18]([CH:19]=2)=[CH:17][C:16]([CH2:20][NH:30][CH2:31][CH2:32][C:33]2[CH:38]=[CH:37][CH:36]=[CH:35][N:34]=2)=[CH:15][CH:14]=3)=[C:7]2[C:3]=1[CH2:4][NH:5][C:6]2=[O:29]. The catalyst class is: 4. (5) Reactant: C([O:3][C:4](=O)[CH2:5][N:6]1[C:14]2[CH:13]=[C:12]3[NH:15][C:16]([C:18]4[C:26]5[C:21](=[CH:22][CH:23]=[CH:24][CH:25]=5)[NH:20][N:19]=4)=[N:17][C:11]3=[CH:10][C:9]=2[C:8]([CH3:28])([CH3:27])[C:7]1=[O:29])C.[NH3:31]. Product: [NH:20]1[C:21]2[C:26](=[CH:25][CH:24]=[CH:23][CH:22]=2)[C:18]([C:16]2[NH:15][C:12]3[C:11]([N:17]=2)=[CH:10][C:9]2[C:8]([CH3:28])([CH3:27])[C:7](=[O:29])[N:6]([CH2:5][C:4]([NH2:31])=[O:3])[C:14]=2[CH:13]=3)=[N:19]1. The catalyst class is: 24. (6) Reactant: [C:1]([O:5][C:6]([NH:8][C:9]1[CH:14]=[CH:13][C:12]([OH:15])=[CH:11][CH:10]=1)=[O:7])([CH3:4])([CH3:3])[CH3:2].C(=O)([O-])[O-].[Cs+].[Cs+].[CH:22]1(Br)[CH2:25][CH2:24][CH2:23]1. Product: [CH:22]1([O:15][C:12]2[CH:11]=[CH:10][C:9]([NH:8][C:6](=[O:7])[O:5][C:1]([CH3:4])([CH3:2])[CH3:3])=[CH:14][CH:13]=2)[CH2:25][CH2:24][CH2:23]1. The catalyst class is: 3. (7) Reactant: [Cl:1][C:2]1[C:3]([O:9][C:10]2[CH:15]=[C:14]([O:16][CH2:17][CH2:18][O:19][CH3:20])[CH:13]=[CH:12][C:11]=2[CH2:21][CH2:22][CH2:23][OH:24])=[N:4][CH:5]=[C:6]([Cl:8])[CH:7]=1.Cl[S:26]([N:29]=[C:30]=[O:31])(=[O:28])=[O:27].N1C=CC=CC=1.[CH3:38][O:39][CH2:40][CH2:41][CH2:42][NH2:43]. Product: [CH3:38][O:39][CH2:40][CH2:41][CH2:42][NH:43][S:26]([NH:29][C:30](=[O:31])[O:24][CH2:23][CH2:22][CH2:21][C:11]1[CH:12]=[CH:13][C:14]([O:16][CH2:17][CH2:18][O:19][CH3:20])=[CH:15][C:10]=1[O:9][C:3]1[C:2]([Cl:1])=[CH:7][C:6]([Cl:8])=[CH:5][N:4]=1)(=[O:28])=[O:27]. The catalyst class is: 93.